Dataset: Catalyst prediction with 721,799 reactions and 888 catalyst types from USPTO. Task: Predict which catalyst facilitates the given reaction. (1) Reactant: [C:9](O[C:9]([O:11][C:12]([CH3:15])([CH3:14])[CH3:13])=[O:10])([O:11][C:12]([CH3:15])([CH3:14])[CH3:13])=[O:10].C([N:23]1[CH2:29][CH2:28][CH2:27][O:26][C@H:25]([CH2:30][O:31]CC2C=CC=CC=2)[CH2:24]1)C1C=CC=CC=1. Product: [OH:31][CH2:30][C@@H:25]1[CH2:24][N:23]([C:9]([O:11][C:12]([CH3:13])([CH3:14])[CH3:15])=[O:10])[CH2:29][CH2:28][CH2:27][O:26]1. The catalyst class is: 63. (2) Reactant: FC(F)(F)C(O)=O.[Cl:8][C:9]1[CH:14]=[CH:13][C:12]([C:15]2[N:19]=[C:18]([C@@H:20]([NH:22]C(=O)OC(C)(C)C)[CH3:21])[O:17][N:16]=2)=[CH:11][CH:10]=1. Product: [Cl:8][C:9]1[CH:10]=[CH:11][C:12]([C:15]2[N:19]=[C:18]([C@@H:20]([NH2:22])[CH3:21])[O:17][N:16]=2)=[CH:13][CH:14]=1. The catalyst class is: 2.